From a dataset of Experimentally validated miRNA-target interactions with 360,000+ pairs, plus equal number of negative samples. Binary Classification. Given a miRNA mature sequence and a target amino acid sequence, predict their likelihood of interaction. (1) The miRNA is hsa-miR-3184-3p with sequence AAAGUCUCGCUCUCUGCCCCUCA. The protein sequence of the target gene is MAPIPKTVGRIKLDCSLRPSCPLEVAAAPKLCKEFGPEDYGEEDIVDFLRRLVESDPQGLHRIHVDGSSGRLQLWHHDYLLGHLDDEGKSTGQSDRGKGAEGLGTYCGLRKSFLYPPQESEPCPQSPSASATFPSVSDSLLQVAMPQKLLVTEEEANRLAEELVAEEERMKQKAEKKRLKKKRQKERKRQERLEQYCGEPKASTTSDGDESPPSSPGNPVQGQCGEEEDSLDLSSTFVSLALRKVGDWPLSARREKGLNQEPQGRGLALQKMGQEEESPPREERPQQSPKVQASPGLLAA.... Result: 0 (no interaction). (2) The miRNA is hsa-miR-4694-3p with sequence CAAAUGGACAGGAUAACACCU. The protein sequence of the target gene is MNTEAEQQLLHHARNGNAEEVRQLLETMARNEVIADINCKGRSKSNLGWTPLHLACYFGHRQVVQDLLKAGAEVNVLNDMGDTPLHRAAFTGRKELVMLLLEYNADTTIVNGSGQTAKEVTHAEEIRSMLEAVERTQQRKLEELLLAAAREGKTTELTALLNRPNPPDVNCSDQLGNTPLHCAAYRAHKQCALKLLRSGADPNLKNKNDQKPLDLAQGAEMKHILVGNKVIYKALKRYEGPLWKSSRFFGWRLFWVVLEHGVLSWYRKQPDAVHNIYRQGCKHLTQAVCTVKSTDSCLFF.... Result: 0 (no interaction).